Dataset: Catalyst prediction with 721,799 reactions and 888 catalyst types from USPTO. Task: Predict which catalyst facilitates the given reaction. (1) Reactant: [CH3:1][C:2]1[C:10]2[C:5](=[CH:6][CH:7]=[C:8]([C:11]([O:13]C)=[O:12])[CH:9]=2)[NH:4][C:3]=1[C:15]1[NH:19][N:18]=[CH:17][CH:16]=1.[OH-].[Na+].Cl. Product: [CH3:1][C:2]1[C:10]2[C:5](=[CH:6][CH:7]=[C:8]([C:11]([OH:13])=[O:12])[CH:9]=2)[NH:4][C:3]=1[C:15]1[NH:19][N:18]=[CH:17][CH:16]=1. The catalyst class is: 83. (2) Reactant: [CH3:1][O:2][C:3]1[CH:16]=[C:15]([O:17][CH3:18])[CH:14]=[CH:13][C:4]=1[CH2:5][NH:6][C:7]1[CH:12]=[CH:11][N:10]=[CH:9][N:8]=1.[Cl:19][C:20]1[C:21]([F:31])=[C:22]([S:27](Cl)(=[O:29])=[O:28])[CH:23]=[CH:24][C:25]=1[F:26].N12CCN(CC1)CC2. Product: [Cl:19][C:20]1[C:21]([F:31])=[C:22]([S:27]([N:6]([CH2:5][C:4]2[CH:13]=[CH:14][C:15]([O:17][CH3:18])=[CH:16][C:3]=2[O:2][CH3:1])[C:7]2[CH:12]=[CH:11][N:10]=[CH:9][N:8]=2)(=[O:29])=[O:28])[CH:23]=[CH:24][C:25]=1[F:26]. The catalyst class is: 1. (3) Reactant: [N:1]1[CH:6]=[CH:5][CH:4]=[CH:3][C:2]=1[C:7]([OH:9])=O.[C:10]([C:14]1[N:19]=[C:18]([N:20]2[CH2:25][CH2:24][N:23]([CH2:26][CH2:27][CH2:28][CH2:29][NH2:30])[CH2:22][CH2:21]2)[CH:17]=[C:16]([CH:31]2[CH2:34][CH2:33][CH2:32]2)[N:15]=1)([CH3:13])([CH3:12])[CH3:11].C(N(C(C)C)CC)(C)C.OC1C2N=NNC=2C=CC=1.[ClH:54].C(N=C=NCCCN(C)C)C. Product: [ClH:54].[C:10]([C:14]1[N:19]=[C:18]([N:20]2[CH2:21][CH2:22][N:23]([CH2:26][CH2:27][CH2:28][CH2:29][NH:30][C:7]([C:2]3[CH:3]=[CH:4][CH:5]=[CH:6][N:1]=3)=[O:9])[CH2:24][CH2:25]2)[CH:17]=[C:16]([CH:31]2[CH2:34][CH2:33][CH2:32]2)[N:15]=1)([CH3:13])([CH3:11])[CH3:12]. The catalyst class is: 4. (4) Reactant: Br[C:2]1[C:7]2=[N:8][S:9][N:10]=[C:6]2[C:5](Br)=[C:4]([F:12])[C:3]=1[F:13].C([Sn](CCCC)(CCCC)[C:19]1[S:20][CH:21]=[CH:22][CH:23]=1)CCC. Product: [F:13][C:3]1[C:4]([F:12])=[C:5]([C:21]2[S:20][CH:19]=[CH:23][CH:22]=2)[C:6]2[C:7]([C:2]=1[C:19]1[S:20][CH:21]=[CH:22][CH:23]=1)=[N:8][S:9][N:10]=2. The catalyst class is: 206. (5) Reactant: [Br:1][C:2]1[CH:3]=[C:4]([CH:8]=[CH:9][C:10]=1[Cl:11])[C:5]([OH:7])=[O:6].[CH3:12]O.S(=O)(=O)(O)O. Product: [CH3:12][O:6][C:5](=[O:7])[C:4]1[CH:8]=[CH:9][C:10]([Cl:11])=[C:2]([Br:1])[CH:3]=1. The catalyst class is: 6. (6) Reactant: [Cl:1][C:2]1[CH:16]=[CH:15][C:5]([CH2:6][NH:7][C:8]2[CH:13]=[CH:12][CH:11]=[C:10]([F:14])[N:9]=2)=[CH:4][CH:3]=1.[Br:17]N1C(=O)CCC1=O.S([O-])([O-])(=O)=S.[Na+].[Na+]. Product: [Br:17][C:11]1[CH:12]=[CH:13][C:8]([NH:7][CH2:6][C:5]2[CH:15]=[CH:16][C:2]([Cl:1])=[CH:3][CH:4]=2)=[N:9][C:10]=1[F:14]. The catalyst class is: 10. (7) Reactant: C(OC(=O)[NH:7][C:8]1[C:9]([C:22]([F:25])([F:24])[F:23])=[N:10][C:11]([NH:14][C:15]2[CH:20]=[CH:19][CH:18]=[C:17]([Cl:21])[CH:16]=2)=[N:12][CH:13]=1)(C)(C)C.O1CCOCC1.Cl. Product: [Cl:21][C:17]1[CH:16]=[C:15]([NH:14][C:11]2[N:10]=[C:9]([C:22]([F:24])([F:25])[F:23])[C:8]([NH2:7])=[CH:13][N:12]=2)[CH:20]=[CH:19][CH:18]=1. The catalyst class is: 12. (8) Reactant: Cl.[F:2][C:3]1([F:14])[CH2:7][NH:6][C@H:5]([CH2:8][CH:9]([CH3:13])[C:10]([OH:12])=[O:11])[CH2:4]1.Br[CH2:16][C:17]1[NH:22][C:21]([C:23]2[S:24][CH:25]=[CH:26][N:27]=2)=[N:20][C@@H:19]([C:28]2[CH:33]=[CH:32][C:31]([F:34])=[CH:30][C:29]=2[Cl:35])[C:18]=1[C:36]([O:38][CH2:39][CH3:40])=[O:37].C(=O)([O-])[O-].[K+].[K+]. Product: [Cl:35][C:29]1[CH:30]=[C:31]([F:34])[CH:32]=[CH:33][C:28]=1[C@@H:19]1[N:20]=[C:21]([C:23]2[S:24][CH:25]=[CH:26][N:27]=2)[NH:22][C:17]([CH2:16][N:6]2[CH2:7][C:3]([F:2])([F:14])[CH2:4][C@H:5]2[CH2:8][CH:9]([CH3:13])[C:10]([OH:12])=[O:11])=[C:18]1[C:36]([O:38][CH2:39][CH3:40])=[O:37]. The catalyst class is: 8. (9) Reactant: C[Si]([N-][Si](C)(C)C)(C)C.[K+].[CH3:11][O:12][C:13]([C:15]1([NH:22][C:23](=[O:42])[C:24]2[CH:29]=[CH:28][C:27]([O:30][CH3:31])=[C:26]([O:32][CH2:33][CH2:34][C:35]3[CH:36]=[C:37]([CH3:41])[CH:38]=[CH:39][CH:40]=3)[CH:25]=2)[CH2:20][CH2:19][C:18](=O)[CH2:17][CH2:16]1)=[O:14].[CH3:43]O.P([O-])(O)(O)=O.[Na+]. Product: [CH3:11][O:12][C:13]([C:15]1([NH:22][C:23](=[O:42])[C:24]2[CH:29]=[CH:28][C:27]([O:30][CH3:31])=[C:26]([O:32][CH2:33][CH2:34][C:35]3[CH:36]=[C:37]([CH3:41])[CH:38]=[CH:39][CH:40]=3)[CH:25]=2)[CH2:20][CH2:19][C:18](=[CH2:43])[CH2:17][CH2:16]1)=[O:14]. The catalyst class is: 307. (10) Reactant: [S:1]1[C:5]2[CH:6]=[CH:7][CH:8]=[CH:9][C:4]=2[CH:3]=[C:2]1[CH:10]=[N:11][S:12]([C:15]1[CH:25]=[CH:24][C:18]2[O:19][CH2:20][CH2:21][CH2:22][O:23][C:17]=2[CH:16]=1)(=[O:14])=[O:13].O1CCCC1.Br[Mg][C:33]1[CH:38]=[CH:37][CH:36]=[CH:35][C:34]=1[CH3:39].C(OCC)C. Product: [S:1]1[C:5]2[CH:6]=[CH:7][CH:8]=[CH:9][C:4]=2[CH:3]=[C:2]1[CH:10]([C:33]1[CH:38]=[CH:37][CH:36]=[CH:35][C:34]=1[CH3:39])[NH:11][S:12]([C:15]1[CH:25]=[CH:24][C:18]2[O:19][CH2:20][CH2:21][CH2:22][O:23][C:17]=2[CH:16]=1)(=[O:13])=[O:14]. The catalyst class is: 5.